From a dataset of Full USPTO retrosynthesis dataset with 1.9M reactions from patents (1976-2016). Predict the reactants needed to synthesize the given product. (1) Given the product [CH3:42][C:17]1[N:18]([CH2:22][C:23]2[CH:28]=[CH:27][C:26]([C:29]3[C:30]([C:35]([O:37][C:38]([CH3:41])([CH3:40])[CH3:39])=[O:36])=[CH:31][CH:32]=[CH:33][CH:34]=3)=[CH:25][CH:24]=2)[C:19]2[C:15]([C:16]=1[CH3:43])=[CH:14][C:13]([C:11](=[O:12])[NH:10][C@H:8]([C:4]1[CH:5]=[CH:6][CH:7]=[C:2]([C:50]([CH3:52])=[CH2:51])[CH:3]=1)[CH3:9])=[CH:21][CH:20]=2, predict the reactants needed to synthesize it. The reactants are: Br[C:2]1[CH:3]=[C:4]([C@@H:8]([NH:10][C:11]([C:13]2[CH:14]=[C:15]3[C:19](=[CH:20][CH:21]=2)[N:18]([CH2:22][C:23]2[CH:28]=[CH:27][C:26]([C:29]4[C:30]([C:35]([O:37][C:38]([CH3:41])([CH3:40])[CH3:39])=[O:36])=[CH:31][CH:32]=[CH:33][CH:34]=4)=[CH:25][CH:24]=2)[C:17]([CH3:42])=[C:16]3[CH3:43])=[O:12])[CH3:9])[CH:5]=[CH:6][CH:7]=1.C([O-])([O-])=O.[K+].[K+].[C:50](B1OC(C)(C)C(C)(C)O1)([CH3:52])=[CH2:51]. (2) Given the product [NH:18]([C:35]([O:37][CH2:38][CH:39]1[C:40]2[C:45](=[CH:44][CH:43]=[CH:42][CH:41]=2)[C:46]2[C:51]1=[CH:50][CH:49]=[CH:48][CH:47]=2)=[O:36])[C@H:19]([C:32]([NH2:34])=[O:33])[CH2:20][CH2:21][CH2:22][CH2:23][NH2:24], predict the reactants needed to synthesize it. The reactants are: N[C@H](C(N)=O)CCCCNC(OC(C)(C)C)=O.[NH:18]([C:35]([O:37][CH2:38][CH:39]1[C:51]2[C:46](=[CH:47][CH:48]=[CH:49][CH:50]=2)[C:45]2[C:40]1=[CH:41][CH:42]=[CH:43][CH:44]=2)=[O:36])[C@H:19]([C:32]([NH2:34])=[O:33])[CH2:20][CH2:21][CH2:22][CH2:23][NH:24]C(OC(C)(C)C)=O.C(Cl)(OCC1C2C(=CC=CC=2)C2C1=CC=CC=2)=O.C([O-])([O-])=O.[Na+].[Na+]. (3) Given the product [CH2:28]([O:27][C:25]([N:11]1[CH:10]([C:12]([OH:14])=[O:13])[CH2:9][S:8][C@@H:7]1[CH:1]1[CH2:2][CH2:3][CH2:4][CH2:5][CH2:6]1)=[O:26])[C:29]1[CH:34]=[CH:33][CH:32]=[CH:31][CH:30]=1, predict the reactants needed to synthesize it. The reactants are: [CH:1]1([C@@H:7]2[NH:11][CH:10]([C:12]([OH:14])=[O:13])[CH2:9][S:8]2)[CH2:6][CH2:5][CH2:4][CH2:3][CH2:2]1.CCN(C(C)C)C(C)C.Cl[C:25]([O:27][CH2:28][C:29]1[CH:34]=[CH:33][CH:32]=[CH:31][CH:30]=1)=[O:26]. (4) Given the product [I-:1].[C:24]([O:23][CH2:22][C:20]1[O:19][N:18]=[C:17]([C:14]2[CH:13]=[CH:12][C:11]([O:10][CH2:9][C:4]3[CH:5]=[CH:6][CH:7]=[CH:8][N+:3]=3[CH3:2])=[CH:16][CH:15]=2)[CH:21]=1)(=[O:26])[NH2:25], predict the reactants needed to synthesize it. The reactants are: [I:1][CH3:2].[N:3]1[CH:8]=[CH:7][CH:6]=[CH:5][C:4]=1[CH2:9][O:10][C:11]1[CH:16]=[CH:15][C:14]([C:17]2[CH:21]=[C:20]([CH2:22][O:23][C:24](=[O:26])[NH2:25])[O:19][N:18]=2)=[CH:13][CH:12]=1. (5) Given the product [NH2:3][OH:1].[O:1]1[C:29]2[CH:32]=[CH:33][CH:34]=[CH:35][C:28]=2[N:27]=[C:26]1[N:13]([C:10]1[CH:9]=[CH:8][C:7]([F:6])=[CH:12][N:11]=1)[CH2:14][CH2:15][CH2:16][CH2:17][CH2:18][CH2:19][C:20]([NH:3][OH:4])=[O:37], predict the reactants needed to synthesize it. The reactants are: [OH-:1].[K+].[NH2:3][OH:4].Cl.[F:6][C:7]1[CH:8]=[CH:9][C:10]([N:13]([C:26]2N(C)[C:29]3[CH:32]=[CH:33][CH:34]=[CH:35][C:28]=3[N:27]=2)[CH2:14][CH2:15][CH2:16][CH2:17][CH2:18][CH2:19][CH2:20]C(OCC)=O)=[N:11][CH:12]=1.C[OH:37].